This data is from Forward reaction prediction with 1.9M reactions from USPTO patents (1976-2016). The task is: Predict the product of the given reaction. (1) Given the reactants [CH3:1][O:2][C:3](=[O:29])[CH2:4][C@H:5]1[C:9]2[CH:10]=[CH:11][C:12]([O:14][C@H:15]3[C:23]4[C:18](=[C:19](Br)[C:20]([C:24]([F:27])([F:26])[F:25])=[CH:21][CH:22]=4)[CH2:17][CH2:16]3)=[CH:13][C:8]=2[O:7][CH2:6]1.[CH:30]12[CH2:35][CH:34]1[CH2:33][NH+:32]([CH2:36][B-](F)(F)F)[CH2:31]2, predict the reaction product. The product is: [CH3:1][O:2][C:3](=[O:29])[CH2:4][C@H:5]1[C:9]2[CH:10]=[CH:11][C:12]([O:14][C@H:15]3[C:23]4[C:18](=[C:19]([CH2:36][N:32]5[CH2:33][CH:34]6[CH:30]([CH2:35]6)[CH2:31]5)[C:20]([C:24]([F:27])([F:26])[F:25])=[CH:21][CH:22]=4)[CH2:17][CH2:16]3)=[CH:13][C:8]=2[O:7][CH2:6]1. (2) Given the reactants [C:1](Cl)(=[O:3])[CH3:2].[CH:5]([Si:8]([CH:22]([CH3:24])[CH3:23])([CH:19]([CH3:21])[CH3:20])[N:9]1[C:13]2=[N:14][CH:15]=[C:16]([NH2:18])[CH:17]=[C:12]2[CH:11]=[CH:10]1)([CH3:7])[CH3:6].[Cl-].[NH4+].C(OCC)(=O)C, predict the reaction product. The product is: [CH:22]([Si:8]([CH:5]([CH3:7])[CH3:6])([CH:19]([CH3:21])[CH3:20])[N:9]1[C:13]2=[N:14][CH:15]=[C:16]([NH:18][C:1](=[O:3])[CH3:2])[CH:17]=[C:12]2[CH:11]=[CH:10]1)([CH3:24])[CH3:23]. (3) The product is: [CH:1]1([C:4]2[NH:5][C:6]3[C:11]([N:12]=2)=[C:10]([NH:13][C:14]2[C:19](=[O:20])[N:18]4[C:21]([CH3:29])([C:25]([F:26])([F:28])[F:27])[NH:22][C:23](=[O:24])[C:17]4=[CH:16][CH:15]=2)[N:9]=[CH:8][N:7]=3)[CH2:2][CH2:3]1. Given the reactants [CH:1]1([C:4]2[N:5](COCC[Si](C)(C)C)[C:6]3[C:11]([N:12]=2)=[C:10]([NH:13][C:14]2[C:19](=[O:20])[N:18]4[C:21]([CH3:29])([C:25]([F:28])([F:27])[F:26])[NH:22][C:23](=[O:24])[C:17]4=[CH:16][CH:15]=2)[N:9]=[CH:8][N:7]=3)[CH2:3][CH2:2]1.O.[F-].C([N+](CCCC)(CCCC)CCCC)CCC, predict the reaction product. (4) Given the reactants [NH2:1][C:2]1[CH:10]=[CH:9][CH:8]=[C:7]2[C:3]=1[C:4](=[O:24])[N:5]([CH:12]1[CH2:17][CH:16]([O:18]C(=O)C)[C:15](=[O:22])[NH:14][C:13]1=[O:23])[C:6]2=[O:11].C1(C)C=CC(S(O)(=O)=O)=CC=1, predict the reaction product. The product is: [NH2:1][C:2]1[CH:10]=[CH:9][CH:8]=[C:7]2[C:3]=1[C:4](=[O:24])[N:5]([CH:12]1[CH2:17][CH:16]([OH:18])[C:15](=[O:22])[NH:14][C:13]1=[O:23])[C:6]2=[O:11]. (5) Given the reactants [C:1]([C:4]1[CH:9]=[CH:8][C:7]([O:10][CH2:11][C:12]([OH:14])=O)=[CH:6][CH:5]=1)(=[O:3])[CH3:2].Cl.Cl.[NH2:17][CH:18]1[CH2:23][CH2:22][N:21]([CH2:24][C:25]2[CH:30]=[CH:29][C:28]([Cl:31])=[C:27]([Cl:32])[CH:26]=2)[CH2:20][CH2:19]1.CCN=C=NCCCN(C)C.Cl.C1C=CC2N(O)N=NC=2C=1, predict the reaction product. The product is: [C:1]([C:4]1[CH:5]=[CH:6][C:7]([O:10][CH2:11][C:12]([NH:17][CH:18]2[CH2:23][CH2:22][N:21]([CH2:24][C:25]3[CH:30]=[CH:29][C:28]([Cl:31])=[C:27]([Cl:32])[CH:26]=3)[CH2:20][CH2:19]2)=[O:14])=[CH:8][CH:9]=1)(=[O:3])[CH3:2]. (6) Given the reactants [CH3:1][N:2]([CH3:19])[C:3]1([C:14]2[S:15][CH:16]=[CH:17][CH:18]=2)[CH2:13][CH2:12][C:6]2([CH2:10][CH2:9][NH:8][C:7]2=O)[CH2:5][CH2:4]1.[H-].[Al+3].[Li+].[H-].[H-].[H-].O.[OH-].[Na+], predict the reaction product. The product is: [CH3:1][N:2]([CH3:19])[C:3]1([C:14]2[S:15][CH:16]=[CH:17][CH:18]=2)[CH2:4][CH2:5][C:6]2([CH2:10][CH2:9][NH:8][CH2:7]2)[CH2:12][CH2:13]1. (7) Given the reactants CS(CCCC[NH2:9])(=O)=O.Cl[C:11]1[C:16]([N+:17]([O-:19])=[O:18])=[C:15](Cl)[CH:14]=[C:13]([CH2:21][CH2:22][CH2:23][CH2:24][CH3:25])[N:12]=1.C(N(CC)CC)C, predict the reaction product. The product is: [N+:17]([C:16]1[CH:11]=[N:12][C:13]([CH2:21][CH2:22][CH2:23][CH2:24][CH3:25])=[CH:14][C:15]=1[NH2:9])([O-:19])=[O:18]. (8) Given the reactants [OH-].[Li+].[CH2:3]([NH:5][C:6](=[O:27])[NH:7][C:8]1[CH:18]=[C:17]([NH:19][CH2:20][C:21]2[CH:22]=[N:23][CH:24]=[CH:25][CH:26]=2)[C:11]([C:12]([O:14]CC)=[O:13])=[CH:10][N:9]=1)[CH3:4].Cl, predict the reaction product. The product is: [CH2:3]([NH:5][C:6](=[O:27])[NH:7][C:8]1[CH:18]=[C:17]([NH:19][CH2:20][C:21]2[CH:22]=[N:23][CH:24]=[CH:25][CH:26]=2)[C:11]([C:12]([OH:14])=[O:13])=[CH:10][N:9]=1)[CH3:4]. (9) Given the reactants [C:1]([O:5][C:6](=[O:30])[CH2:7][C:8]1[CH:23]=[CH:22][C:11]([O:12][C:13]2[CH:21]=[CH:20][C:16]([C:17]([OH:19])=O)=[CH:15][CH:14]=2)=[C:10]([CH2:24][NH:25][S:26]([CH3:29])(=[O:28])=[O:27])[CH:9]=1)([CH3:4])([CH3:3])[CH3:2].C(Cl)(=O)C(Cl)=O.[Cl:37][C:38]1[CH:39]=[C:40]([NH2:45])[CH:41]=[CH:42][C:43]=1[Cl:44], predict the reaction product. The product is: [Cl:37][C:38]1[CH:39]=[C:40]([NH:45][C:17]([C:16]2[CH:15]=[CH:14][C:13]([O:12][C:11]3[CH:22]=[CH:23][C:8]([CH2:7][C:6]([O:5][C:1]([CH3:4])([CH3:2])[CH3:3])=[O:30])=[CH:9][C:10]=3[CH2:24][NH:25][S:26]([CH3:29])(=[O:27])=[O:28])=[CH:21][CH:20]=2)=[O:19])[CH:41]=[CH:42][C:43]=1[Cl:44].